From a dataset of Catalyst prediction with 721,799 reactions and 888 catalyst types from USPTO. Predict which catalyst facilitates the given reaction. (1) Reactant: [C:9](O[C:9]([O:11][C:12]([CH3:15])([CH3:14])[CH3:13])=[O:10])([O:11][C:12]([CH3:15])([CH3:14])[CH3:13])=[O:10].[Cl:16][C:17]1[CH:18]=[CH:19][CH:20]=[C:21]2[C:25]=1[NH:24][CH:23]=[CH:22]2. Product: [C:12]([O:11][C:9]([N:24]1[C:25]2[C:21](=[CH:20][CH:19]=[CH:18][C:17]=2[Cl:16])[CH:22]=[CH:23]1)=[O:10])([CH3:13])([CH3:14])[CH3:15]. The catalyst class is: 143. (2) Product: [C:2]([C:6]1[CH:11]=[CH:10][C:9]([CH:12]2[CH2:17][CH:16]([C:18]([O:20][CH3:21])=[O:19])[CH2:15][CH2:14][N:13]2[C:31]([O:32][CH3:33])=[O:34])=[CH:8][CH:7]=1)([CH3:5])([CH3:3])[CH3:4]. Reactant: Cl.[C:2]([C:6]1[CH:11]=[CH:10][C:9]([CH:12]2[CH2:17][CH:16]([C:18]([O:20][CH3:21])=[O:19])[CH2:15][CH2:14][NH:13]2)=[CH:8][CH:7]=1)([CH3:5])([CH3:4])[CH3:3].CCN(C(C)C)C(C)C.[C:31](Cl)(=[O:34])[O:32][CH3:33]. The catalyst class is: 4. (3) Reactant: [NH2:1][CH2:2][C@H:3]1[CH2:7][C@@H:6]([NH:8][S:9]([C:12]2[CH:17]=[C:16]([Cl:18])[CH:15]=[CH:14][C:13]=2[O:19][CH3:20])(=[O:11])=[O:10])[CH2:5][N:4]1[C:21]([O:23][C:24]([CH3:27])([CH3:26])[CH3:25])=[O:22].Cl[C:29]([O:31][C:32]1[CH:37]=[CH:36][CH:35]=[CH:34][CH:33]=1)=[O:30]. Product: [Cl:18][C:16]1[CH:15]=[CH:14][C:13]([O:19][CH3:20])=[C:12]([S:9]([NH:8][C@H:6]2[CH2:5][N:4]([C:21]([O:23][C:24]([CH3:27])([CH3:26])[CH3:25])=[O:22])[C@@H:3]([CH2:2][NH:1][C:29]([O:31][C:32]3[CH:37]=[CH:36][CH:35]=[CH:34][CH:33]=3)=[O:30])[CH2:7]2)(=[O:11])=[O:10])[CH:17]=1. The catalyst class is: 76. (4) Reactant: [Cl:1][C:2]1[CH:22]=[CH:21][C:5]([O:6][CH2:7][CH:8]2[CH2:13][CH2:12][CH2:11][N:10](C(OC(C)(C)C)=O)[CH2:9]2)=[CH:4][CH:3]=1.FC(F)(F)C(O)=O. Product: [Cl:1][C:2]1[CH:3]=[CH:4][C:5]([O:6][CH2:7][CH:8]2[CH2:13][CH2:12][CH2:11][NH:10][CH2:9]2)=[CH:21][CH:22]=1. The catalyst class is: 4. (5) Reactant: [Br:1][C:2]1[CH:10]=[C:9]([CH:11]([O:13][CH2:14][C:15]2([C:28]3[CH:33]=[CH:32][C:31]([F:34])=[CH:30][CH:29]=3)[CH2:20][CH2:19][N:18](C(OC(C)(C)C)=O)[CH2:17][CH2:16]2)[CH3:12])[C:8]2[C:4](=[CH:5][N:6](COCC[Si](C)(C)C)[N:7]=2)[CH:3]=1. Product: [Br:1][C:2]1[CH:3]=[C:4]2[C:8](=[C:9]([CH:11]([O:13][CH2:14][C:15]3([C:28]4[CH:33]=[CH:32][C:31]([F:34])=[CH:30][CH:29]=4)[CH2:20][CH2:19][NH:18][CH2:17][CH2:16]3)[CH3:12])[CH:10]=1)[NH:7][N:6]=[CH:5]2. The catalyst class is: 55.